From a dataset of Retrosynthesis with 50K atom-mapped reactions and 10 reaction types from USPTO. Predict the reactants needed to synthesize the given product. (1) Given the product CCOc1nc(C(C)(C)C)ncc1C1=N[C@@](C)(c2ccc(Cl)cc2)[C@@](C)(c2ccc(Cl)cc2)N1C(=O)N1CCN(CCO)CC1, predict the reactants needed to synthesize it. The reactants are: CCOc1nc(C(C)(C)C)ncc1C1=NC(C)(c2ccc(Cl)cc2)C(C)(c2ccc(Cl)cc2)N1C(=O)Cl.OCCN1CCNCC1. (2) Given the product COc1ccc(COc2ccnn2-c2cc(C#N)ccn2)cc1, predict the reactants needed to synthesize it. The reactants are: COc1ccc(CO)cc1.N#Cc1ccnc(-n2nccc2O)c1. (3) Given the product CC(C)(F)CN1CCC(COc2ccc(-c3ccc(C(=O)N4CCC[C@@H](O)C4)cc3F)cc2C#N)CC1, predict the reactants needed to synthesize it. The reactants are: CC(C)(F)CN1CCC(COc2ccc(-c3ccc(C(=O)O)cc3F)cc2C#N)CC1.O[C@@H]1CCCNC1. (4) The reactants are: COC(=O)CCCBr.c1ccc(COc2ccc(CN3CCCNCC3)cc2)cc1. Given the product COC(=O)CCCN1CCCN(Cc2ccc(OCc3ccccc3)cc2)CC1, predict the reactants needed to synthesize it. (5) Given the product COC(=O)CC(=O)O[C@@]1(C#Cc2cccc(C)c2)CCC[C@@H]2[C@H]1CCN2C(=O)OC, predict the reactants needed to synthesize it. The reactants are: COC(=O)CC(=O)O.COC(=O)N1CC[C@H]2[C@@H]1CCC[C@]2(O)C#Cc1cccc(C)c1. (6) Given the product Cc1ccc(-c2cc(Oc3ccccc3Cl)c(C(=O)O)cn2)cc1F, predict the reactants needed to synthesize it. The reactants are: COC(=O)c1cnc(-c2ccc(C)c(F)c2)cc1Oc1ccccc1Cl. (7) Given the product COC(=O)c1cc(C(=O)OC)cc(N2CCCC2=O)c1, predict the reactants needed to synthesize it. The reactants are: COC(=O)c1cc(NC(=O)CCCBr)cc(C(=O)OC)c1. (8) Given the product CSc1cc(C(=O)N2CS(=O)(=O)c3ccccc32)cc(C#N)c1O, predict the reactants needed to synthesize it. The reactants are: COc1c(C#N)cc(C(=O)N2CS(=O)(=O)c3ccccc32)cc1SC. (9) Given the product C=C(C(=O)OC)c1c(F)cnc2ccc(OC)nc12, predict the reactants needed to synthesize it. The reactants are: C=O.COC(=O)Cc1c(F)cnc2ccc(OC)nc12.